This data is from Forward reaction prediction with 1.9M reactions from USPTO patents (1976-2016). The task is: Predict the product of the given reaction. (1) Given the reactants [OH:1][C:2]1[CH:3]=[C:4]([CH:7]=[CH:8][CH:9]=1)[CH:5]=[O:6].[H-].[Na+].FC(F)(F)S(O[CH2:18][C:19]12[CH2:28][CH:23]3[CH2:24][CH:25]([CH2:27][CH:21]([CH2:22]3)[CH2:20]1)[CH2:26]2)(=O)=O.O, predict the reaction product. The product is: [C:19]12([CH2:18][O:1][C:2]3[CH:3]=[C:4]([CH:7]=[CH:8][CH:9]=3)[CH:5]=[O:6])[CH2:20][CH:21]3[CH2:27][CH:25]([CH2:24][CH:23]([CH2:22]3)[CH2:28]1)[CH2:26]2. (2) Given the reactants [NH2:1][CH2:2][CH2:3][C@H:4]([N:6]1[CH2:11][CH2:10][CH:9]([N:12]([C:21]2[CH:26]=[CH:25][C:24]([O:27][CH3:28])=[CH:23][CH:22]=2)[CH2:13][C:14]2[CH:15]=[N:16][CH:17]=[CH:18][C:19]=2[CH3:20])[CH2:8][CH2:7]1)[CH3:5].[Cl:29][C:30]1[CH:38]=[C:37]([CH3:39])[C:33]([C:34](O)=[O:35])=[C:32]([CH3:40])[N:31]=1.C1C=CC2N(O)N=NC=2C=1.CCN=C=NCCCN(C)C.CCN(C(C)C)C(C)C, predict the reaction product. The product is: [Cl:29][C:30]1[CH:38]=[C:37]([CH3:39])[C:33]([C:34]([NH:1][CH2:2][CH2:3][C@H:4]([N:6]2[CH2:7][CH2:8][CH:9]([N:12]([C:21]3[CH:26]=[CH:25][C:24]([O:27][CH3:28])=[CH:23][CH:22]=3)[CH2:13][C:14]3[CH:15]=[N:16][CH:17]=[CH:18][C:19]=3[CH3:20])[CH2:10][CH2:11]2)[CH3:5])=[O:35])=[C:32]([CH3:40])[N:31]=1. (3) Given the reactants [CH3:1][N:2]([C:19]1[CH:20]=[N:21][CH:22]=[CH:23][C:24]=1[N:25]1[CH2:30][CH2:29][CH2:28][CH2:27][CH:26]1[CH3:31])C(=O)C1C=C(C(F)(F)F)C=C(C(F)(F)F)C=1.[C:32]([OH:38])([C:34]([F:37])([F:36])[F:35])=[O:33], predict the reaction product. The product is: [OH:38][C:32]([C:34]([F:37])([F:36])[F:35])=[O:33].[CH3:1][NH:2][C:19]1[CH:20]=[N:21][CH:22]=[CH:23][C:24]=1[N:25]1[CH2:30][CH2:29][CH2:28][CH2:27][CH:26]1[CH3:31].